Dataset: Reaction yield outcomes from USPTO patents with 853,638 reactions. Task: Predict the reaction yield, written as a fraction of the theoretical maximum amount of product (1.0 means a 100% yield; for example, 0.34 means a 34% yield). (1) The reactants are Cl.C(OC(OCC)[N:6]1[C:14]2[C:9](=[CH:10][CH:11]=[CH:12][CH:13]=2)[C:8]([C:15]#[N:16])=[C:7]1[CH:17]=[O:18])C.C([O-])([O-])=O.[K+].[K+]. The catalyst is C1COCC1. The product is [CH:17]([C:7]1[NH:6][C:14]2[C:9]([C:8]=1[C:15]#[N:16])=[CH:10][CH:11]=[CH:12][CH:13]=2)=[O:18]. The yield is 0.840. (2) The yield is 0.390. The reactants are [CH3:1][NH:2][CH2:3][CH2:4][CH2:5][OH:6].CO[C:9]([C:11]1[C:15]([NH:16][C:17]([C:19]2[C:24]([NH:25][C:26]3[CH:27]=[N:28][CH:29]=[N:30][CH:31]=3)=[CH:23][CH:22]=[C:21]([CH:32]3[CH2:34][CH2:33]3)[N:20]=2)=[O:18])=[CH:14][N:13]([CH3:35])[N:12]=1)=[O:10]. No catalyst specified. The product is [OH:6][CH2:5][CH2:4][CH2:3][N:2]([CH3:1])[C:9]([C:11]1[C:15]([NH:16][C:17]([C:19]2[C:24]([NH:25][C:26]3[CH:27]=[N:28][CH:29]=[N:30][CH:31]=3)=[CH:23][CH:22]=[C:21]([CH:32]3[CH2:34][CH2:33]3)[N:20]=2)=[O:18])=[CH:14][N:13]([CH3:35])[N:12]=1)=[O:10].